Dataset: NCI-60 drug combinations with 297,098 pairs across 59 cell lines. Task: Regression. Given two drug SMILES strings and cell line genomic features, predict the synergy score measuring deviation from expected non-interaction effect. Drug 2: CCN(CC)CCCC(C)NC1=C2C=C(C=CC2=NC3=C1C=CC(=C3)Cl)OC. Synergy scores: CSS=54.4, Synergy_ZIP=-10.3, Synergy_Bliss=-9.60, Synergy_Loewe=-23.0, Synergy_HSA=-5.36. Cell line: KM12. Drug 1: CN(CC1=CN=C2C(=N1)C(=NC(=N2)N)N)C3=CC=C(C=C3)C(=O)NC(CCC(=O)O)C(=O)O.